Dataset: Full USPTO retrosynthesis dataset with 1.9M reactions from patents (1976-2016). Task: Predict the reactants needed to synthesize the given product. (1) Given the product [NH2:8][C@@H:9]([C:39]([CH3:42])([CH3:41])[CH3:40])[C:10]([N:12]1[C@H:21]([C:22](=[O:34])[NH:23][C@H:24]2[C:33]3[C:28](=[CH:29][CH:30]=[CH:31][CH:32]=3)[CH2:27][CH2:26][CH2:25]2)[CH2:20][C:19]2[C:14](=[CH:15][C:16]([C:35]([O:37][CH3:38])=[O:36])=[CH:17][CH:18]=2)[CH2:13]1)=[O:11], predict the reactants needed to synthesize it. The reactants are: C(OC([NH:8][C@@H:9]([C:39]([CH3:42])([CH3:41])[CH3:40])[C:10]([N:12]1[C@H:21]([C:22](=[O:34])[NH:23][C@H:24]2[C:33]3[C:28](=[CH:29][CH:30]=[CH:31][CH:32]=3)[CH2:27][CH2:26][CH2:25]2)[CH2:20][C:19]2[C:14](=[CH:15][C:16]([C:35]([O:37][CH3:38])=[O:36])=[CH:17][CH:18]=2)[CH2:13]1)=[O:11])=O)(C)(C)C.C(O)(C(F)(F)F)=O. (2) Given the product [Br:14][C:15]1[CH:20]=[CH:19][C:18]([C:5]2[CH:4]=[C:3]([O:2][CH3:1])[CH:8]=[C:7]([O:9][CH3:10])[CH:6]=2)=[C:17]([NH2:22])[C:16]=1[NH2:23], predict the reactants needed to synthesize it. The reactants are: [CH3:1][O:2][C:3]1[CH:4]=[C:5](B(O)O)[CH:6]=[C:7]([O:9][CH3:10])[CH:8]=1.[Br:14][C:15]1[CH:20]=[CH:19][C:18](Br)=[C:17]([NH2:22])[C:16]=1[NH2:23].C([O-])([O-])=O.[Na+].[Na+]. (3) Given the product [CH3:15][O:14][Si:11]([O:16][CH3:17])([O:12][CH3:13])[CH2:10][CH2:9][CH2:8][N:7]([CH2:6][CH2:5][CH2:4][Si:3]([O:20][CH3:21])([O:18][CH3:19])[O:2][CH3:1])[CH2:23][Si:24]([O:29][CH3:30])([O:27][CH3:28])[O:25][CH3:26], predict the reactants needed to synthesize it. The reactants are: [CH3:1][O:2][Si:3]([O:20][CH3:21])([O:18][CH3:19])[CH2:4][CH2:5][CH2:6][NH:7][CH2:8][CH2:9][CH2:10][Si:11]([O:16][CH3:17])([O:14][CH3:15])[O:12][CH3:13].Cl[CH2:23][Si:24]([O:29][CH3:30])([O:27][CH3:28])[O:25][CH3:26].C(N)CN.